Dataset: Reaction yield outcomes from USPTO patents with 853,638 reactions. Task: Predict the reaction yield, written as a fraction of the theoretical maximum amount of product (1.0 means a 100% yield; for example, 0.34 means a 34% yield). (1) The reactants are Cl[C:2]1[CH:11]=[C:10]([CH3:12])[C:9]2[C:4](=[CH:5][CH:6]=[C:7]([O:13][CH3:14])[CH:8]=2)[N:3]=1.[CH:15]1([NH2:22])[CH2:20][CH2:19][CH2:18][CH:17]([NH2:21])[CH2:16]1.CC([O-])(C)C.[Na+]. The catalyst is C1(C)C=CC=CC=1.CCOC(C)=O.CO.CCN(CC)CC. The product is [CH3:14][O:13][C:7]1[CH:8]=[C:9]2[C:4](=[CH:5][CH:6]=1)[N:3]=[C:2]([NH:21][CH:17]1[CH2:18][CH2:19][CH2:20][CH:15]([NH2:22])[CH2:16]1)[CH:11]=[C:10]2[CH3:12]. The yield is 0.700. (2) The reactants are [C:1]([O:4][C:5]1[CH:10]=[C:9]([C:11](=[O:13])[CH3:12])[CH:8]=[CH:7][C:6]=1[S:14]([CH3:17])(=[O:16])=[O:15])(=[O:3])[CH3:2].[CH3:18][N:19]([CH:21](OC)OC)[CH3:20]. The catalyst is CN(C=O)C. The product is [C:1]([O:4][C:5]1[CH:10]=[C:9]([C:11](=[O:13])/[CH:12]=[CH:18]/[N:19]([CH3:21])[CH3:20])[CH:8]=[CH:7][C:6]=1[S:14]([CH3:17])(=[O:16])=[O:15])(=[O:3])[CH3:2]. The yield is 0.300. (3) The reactants are CC1(C)COB([C:8]2[CH:20]=[CH:19][C:11]([O:12][CH2:13][C:14]([CH3:18])([CH3:17])[CH2:15][OH:16])=[CH:10][CH:9]=2)OC1.Br[C:23]1[CH:24]=[C:25]2[C:29](=[CH:30][C:31]=1[Cl:32])[NH:28][CH:27]=[C:26]2[CH:33]=[O:34].C(=O)([O-])[O-].[K+].[K+].C(O)C. The catalyst is C1(C)C=CC=CC=1.C1C=CC(P(C2C=CC=CC=2)[C-]2C=CC=C2)=CC=1.C1C=CC(P(C2C=CC=CC=2)[C-]2C=CC=C2)=CC=1.Cl[Pd]Cl.[Fe+2].C(OCC)(=O)C. The product is [Cl:32][C:31]1[CH:30]=[C:29]2[C:25]([C:26]([CH:33]=[O:34])=[CH:27][NH:28]2)=[CH:24][C:23]=1[C:8]1[CH:9]=[CH:10][C:11]([O:12][CH2:13][C:14]([CH3:17])([CH3:18])[CH2:15][OH:16])=[CH:19][CH:20]=1. The yield is 0.820.